From a dataset of Forward reaction prediction with 1.9M reactions from USPTO patents (1976-2016). Predict the product of the given reaction. (1) Given the reactants [F:1][C:2]1[C:7]([O:8][CH3:9])=[CH:6][C:5]([C:10]2[CH:15]=[CH:14][C:13]([N:16]([CH3:38])[CH2:17][CH2:18][N:19]([C:21]3[CH:22]=[CH:23][C:24]([C:27]4[CH:32]=[C:31]([O:33][CH3:34])[C:30]([F:35])=[C:29]([O:36][CH3:37])[CH:28]=4)=[N:25][CH:26]=3)[CH3:20])=[CH:12][N:11]=2)=[CH:4][C:3]=1[O:39][CH3:40].[CH3:41][S:42]([OH:45])(=[O:44])=[O:43], predict the reaction product. The product is: [CH3:41][S:42]([OH:45])(=[O:44])=[O:43].[CH3:41][S:42]([OH:45])(=[O:44])=[O:43].[F:35][C:30]1[C:29]([O:36][CH3:37])=[CH:28][C:27]([C:24]2[CH:23]=[CH:22][C:21]([N:19]([CH3:20])[CH2:18][CH2:17][N:16]([C:13]3[CH:14]=[CH:15][C:10]([C:5]4[CH:4]=[C:3]([O:39][CH3:40])[C:2]([F:1])=[C:7]([O:8][CH3:9])[CH:6]=4)=[N:11][CH:12]=3)[CH3:38])=[CH:26][N:25]=2)=[CH:32][C:31]=1[O:33][CH3:34]. (2) Given the reactants [CH3:1][O:2][C:3]([C:5]1[CH:6]=[C:7]([CH:11]=[C:12]([N+:14]([O-:16])=[O:15])[CH:13]=1)[C:8](O)=[O:9])=[O:4].O=S(Cl)Cl.C[N:22](C=O)C, predict the reaction product. The product is: [CH3:1][O:2][C:3](=[O:4])[C:5]1[CH:13]=[C:12]([N+:14]([O-:16])=[O:15])[CH:11]=[C:7]([C:8](=[O:9])[NH2:22])[CH:6]=1. (3) Given the reactants [Br:1][C:2]1[CH:3]=[C:4]([OH:9])[CH:5]=[C:6]([F:8])[CH:7]=1.Cl[CH2:11][C:12]([CH3:15])([OH:14])[CH3:13].[OH-].[Na+], predict the reaction product. The product is: [Br:1][C:2]1[CH:3]=[C:4]([CH:5]=[C:6]([F:8])[CH:7]=1)[O:9][CH2:11][C:12]([CH3:15])([OH:14])[CH3:13]. (4) Given the reactants Cl[C:2]1[N:3]=[CH:4][C:5]([C:8]([NH:10][C:11]2[NH:12][N:13]=[C:14]([O:16][CH2:17][C:18]3[CH:23]=[C:22]([O:24][CH3:25])[CH:21]=[C:20]([O:26][CH3:27])[CH:19]=3)[CH:15]=2)=[O:9])=[N:6][CH:7]=1.[CH3:28][N:29]1[CH2:34][CH2:33][NH:32][CH2:31][CH:30]1[CH3:35], predict the reaction product. The product is: [CH3:27][O:26][C:20]1[CH:19]=[C:18]([CH2:17][O:16][C:14]2[CH:15]=[C:11]([NH:10][C:8]([C:5]3[CH:4]=[N:3][C:2]([N:32]4[CH2:33][CH2:34][N:29]([CH3:28])[CH:30]([CH3:35])[CH2:31]4)=[CH:7][N:6]=3)=[O:9])[NH:12][N:13]=2)[CH:23]=[C:22]([O:24][CH3:25])[CH:21]=1. (5) Given the reactants [CH2:1]([O:3][C:4]12[CH2:11][O:10][CH2:9][CH:8]1[S:7][C:6]([NH:12][C:13]([C:15]13[CH2:24][CH:19]4[CH2:20][CH:21]([CH2:23][CH:17]([CH2:18]4)[CH2:16]1)[CH2:22]3)=[O:14])=[N:5]2)[CH3:2].[CH3:25][O:26][CH2:27][CH2:28]Br, predict the reaction product. The product is: [CH2:1]([O:3][C:4]12[CH2:11][O:10][CH2:9][CH:8]1[S:7]/[C:6](=[N:12]\[C:13]([C:15]13[CH2:24][CH:19]4[CH2:20][CH:21]([CH2:23][CH:17]([CH2:18]4)[CH2:16]1)[CH2:22]3)=[O:14])/[N:5]2[CH2:28][CH2:27][O:26][CH3:25])[CH3:2].